From a dataset of Catalyst prediction with 721,799 reactions and 888 catalyst types from USPTO. Predict which catalyst facilitates the given reaction. (1) Reactant: FC(F)(F)S(O[C:7]1[CH:16]=[CH:15][CH:14]=[C:13]2[C:8]=1[CH:9]=[CH:10][C:11]([CH3:17])=[N:12]2)(=O)=O.[CH3:20][C@H:21]1[CH2:26][NH:25][CH2:24][C@@H:23]([CH3:27])[NH:22]1.C(=O)([O-])[O-].[Cs+].[Cs+].C1C=CC(P(C2C(C3C(P(C4C=CC=CC=4)C4C=CC=CC=4)=CC=C4C=3C=CC=C4)=C3C(C=CC=C3)=CC=2)C2C=CC=CC=2)=CC=1. Product: [CH3:20][C@H:21]1[NH:22][C@@H:23]([CH3:27])[CH2:24][N:25]([C:7]2[CH:16]=[CH:15][CH:14]=[C:13]3[C:8]=2[CH:9]=[CH:10][C:11]([CH3:17])=[N:12]3)[CH2:26]1. The catalyst class is: 164. (2) Reactant: [NH2:1][C:2]1[N:3]=[CH:4][S:5][C:6]=1[C:7]([NH:9][C:10]1[CH:23]=[CH:22][C:13]2[O:14][C:15]([F:21])([F:20])[C:16]([F:19])([F:18])[O:17][C:12]=2[CH:11]=1)=[O:8].NC1N=CSC=1C(NC1C=CC2OC(F)(F)OC=2C=1)=O.Cl[CH2:45][C:46]1[CH:51]=[CH:50][N:49]=[C:48]([NH:52][S:53]([CH3:56])(=[O:55])=[O:54])[CH:47]=1.CS(OCC1C=CN=C(C(NC)=O)C=1)(=O)=O. Product: [CH3:56][S:53]([NH:52][C:48]1[CH:47]=[C:46]([CH2:45][NH:1][C:2]2[N:3]=[CH:4][S:5][C:6]=2[C:7]([NH:9][C:10]2[CH:23]=[CH:22][C:13]3[O:14][C:15]([F:21])([F:20])[C:16]([F:18])([F:19])[O:17][C:12]=3[CH:11]=2)=[O:8])[CH:51]=[CH:50][N:49]=1)(=[O:54])=[O:55]. The catalyst class is: 13. (3) Reactant: [CH3:1][C:2]([C:4]1[CH:9]=[CH:8][CH:7]=[CH:6][CH:5]=1)=[CH2:3].[CH2:10]1[C:18]2[C:13](=[CH:14][CH:15]=[CH:16][CH:17]=2)[CH:12]=[CH:11]1.C(=O)=O.[OH-].[Na+]. Product: [CH3:3][C:2]([C:4]1[CH:9]=[CH:8][CH:7]=[CH:6][CH:5]=1)=[CH2:1].[CH2:10]1[C:18]2[C:13](=[CH:14][CH:15]=[CH:16][CH:17]=2)[CH:12]=[CH:11]1. The catalyst class is: 11. (4) Reactant: C[O:2][C:3]([C:5]1[C:10]([Cl:11])=[C:9]([NH2:12])[N:8]=[C:7]([C:13]2[CH:18]=[CH:17][C:16]([Cl:19])=[CH:15][C:14]=2[F:20])[N:6]=1)=[O:4].[OH-].[Na+].Cl. Product: [NH2:12][C:9]1[N:8]=[C:7]([C:13]2[CH:18]=[CH:17][C:16]([Cl:19])=[CH:15][C:14]=2[F:20])[N:6]=[C:5]([C:3]([OH:4])=[O:2])[C:10]=1[Cl:11]. The catalyst class is: 5. (5) Reactant: C(OC(NCCN(C1C=C(C)C=CC=1C#N)CCNC(OC(C)(C)C)=O)=O)(C)(C)C.[ClH:31].CCOCC.[C:37]([C:40]1[CH:45]=[CH:44][CH:43]=[CH:42][N:41]=1)(=[O:39])C.[BH4-:46].[Na+:47]. Product: [N:41]1[CH:42]=[CH:43][CH:44]=[CH:45][C:40]=1[CH:37]=[O:39].[BH4-:46].[Na+:47].[ClH:31]. The catalyst class is: 5. (6) Reactant: C([Li])CCC.IC1C=CC=CC=1.C(NC(C)C)(C)C.[Cl:20][C:21]1[CH:26]=[CH:25][CH:24]=[CH:23][N:22]=1.[CH:27](N1CCCCC1)=[O:28]. Product: [Cl:20][C:21]1[N:22]=[CH:23][CH:24]=[CH:25][C:26]=1[CH:27]=[O:28]. The catalyst class is: 1.